This data is from Forward reaction prediction with 1.9M reactions from USPTO patents (1976-2016). The task is: Predict the product of the given reaction. (1) Given the reactants C(OC(=O)[NH:7][C:8]1[CH:13]=[C:12]([O:14][CH3:15])[C:11]([C:16]([F:19])([F:18])[F:17])=[CH:10][C:9]=1[NH:20][C:21](=[O:37])[CH2:22][C:23](=O)[C:24]1[CH:29]=[CH:28][CH:27]=[C:26]([C:30]2[CH:35]=[CH:34][CH:33]=[CH:32][N:31]=2)[CH:25]=1)(C)(C)C.C(O)(C(F)(F)F)=O, predict the reaction product. The product is: [CH3:15][O:14][C:12]1[C:11]([C:16]([F:19])([F:18])[F:17])=[CH:10][C:9]2[NH:20][C:21](=[O:37])[CH2:22][C:23]([C:24]3[CH:29]=[CH:28][CH:27]=[C:26]([C:30]4[CH:35]=[CH:34][CH:33]=[CH:32][N:31]=4)[CH:25]=3)=[N:7][C:8]=2[CH:13]=1. (2) Given the reactants Br[C:2]1[C:6]([CH3:7])=[C:5]([C:8]2[CH:13]=[CH:12][C:11]([O:14]C)=[CH:10][CH:9]=2)[S:4][C:3]=1[CH:16]1[O:20]CCO1.C[O:22][C:23]1[CH:28]=[CH:27][C:26](B(O)O)=[C:25]([CH3:32])[CH:24]=1, predict the reaction product. The product is: [OH:22][C:23]1[CH:28]=[CH:27][C:26]([C:2]2[C:6]([CH3:7])=[C:5]([C:8]3[CH:9]=[CH:10][C:11]([OH:14])=[CH:12][CH:13]=3)[S:4][C:3]=2[CH:16]=[O:20])=[C:25]([CH3:32])[CH:24]=1. (3) Given the reactants [CH2:1]([C:3]1[CH:26]=[N:25][C:6]2=[N:7][C:8]([C:18]3[CH:23]=[CH:22][C:21]([CH3:24])=[CH:20][CH:19]=3)=[C:9]([C:11]3[CH:16]=[CH:15][C:14]([CH3:17])=[CH:13][CH:12]=3)[N:10]=[C:5]2[CH:4]=1)[CH3:2].C([O-])(O)=O.[Na+], predict the reaction product. The product is: [CH2:1]([CH:3]1[CH2:26][NH:25][C:6]2=[N:7][C:8]([C:18]3[CH:19]=[CH:20][C:21]([CH3:24])=[CH:22][CH:23]=3)=[C:9]([C:11]3[CH:16]=[CH:15][C:14]([CH3:17])=[CH:13][CH:12]=3)[N:10]=[C:5]2[CH2:4]1)[CH3:2]. (4) Given the reactants C(OC(=[N:6][O:7][CH2:8][CH2:9][C:10](=[O:14])[NH:11][CH2:12][CH3:13])C)C.[ClH:15], predict the reaction product. The product is: [ClH:15].[NH2:6][O:7][CH2:8][CH2:9][C:10]([NH:11][CH2:12][CH3:13])=[O:14]. (5) Given the reactants [CH:1]12[CH2:7][CH:4]([CH:5]=[CH:6]1)[CH2:3][CH:2]2[NH:8][C:9]([NH:11][NH2:12])=[S:10].[N+:13]([C:16]1[CH:23]=[CH:22][C:19]([CH:20]=O)=[CH:18][CH:17]=1)([O-:15])=[O:14], predict the reaction product. The product is: [CH:1]12[CH2:7][CH:4]([CH:5]=[CH:6]1)[CH2:3][CH:2]2[NH:8][C:9](=[S:10])[NH:11][N:12]=[CH:20][C:19]1[CH:22]=[CH:23][C:16]([N+:13]([O-:15])=[O:14])=[CH:17][CH:18]=1.